Dataset: Full USPTO retrosynthesis dataset with 1.9M reactions from patents (1976-2016). Task: Predict the reactants needed to synthesize the given product. (1) Given the product [NH2:1][C:2]1[N:13]=[CH:12][C:11]([C:14]2[CH:15]=[C:16]([S:20]([NH:21][CH:22]3[CH2:23][CH2:24]3)(=[O:25])=[O:26])[CH:17]=[CH:18][CH:19]=2)=[CH:10][C:3]=1[C:4](=[O:5])[C:34]1[CH:35]=[CH:36][C:31]([C:27]([CH3:30])([CH3:29])[CH3:28])=[CH:32][CH:33]=1, predict the reactants needed to synthesize it. The reactants are: [NH2:1][C:2]1[N:13]=[CH:12][C:11]([C:14]2[CH:19]=[CH:18][CH:17]=[C:16]([S:20](=[O:26])(=[O:25])[NH:21][CH:22]3[CH2:24][CH2:23]3)[CH:15]=2)=[CH:10][C:3]=1[C:4](N(OC)C)=[O:5].[C:27]([C:31]1[CH:36]=[CH:35][C:34]([Mg]Br)=[CH:33][CH:32]=1)([CH3:30])([CH3:29])[CH3:28]. (2) Given the product [ClH:34].[O:19]1[C:20]2[C:10]([C:5]3[CH:6]=[CH:7][CH:8]=[CH:9][C:4]=3[C:1](=[O:3])[CH3:2])=[CH:11][CH:12]=[CH:13][C:14]=2[CH2:15][NH:16][CH2:17][CH2:18]1, predict the reactants needed to synthesize it. The reactants are: [C:1]([C:4]1[CH:9]=[CH:8][CH:7]=[CH:6][C:5]=1[C:10]1[C:20]2[O:19][CH2:18][CH2:17][N:16](C(OC(C)(C)C)=O)[CH2:15][C:14]=2[CH:13]=[CH:12][CH:11]=1)(=[O:3])[CH3:2].C(OCC)(=O)C.[ClH:34]. (3) Given the product [F:48][C:40]1[CH:41]=[C:42]([CH:46]=[CH:47][C:39]=1[C:13]1[C:12]2[C:16](=[CH:17][CH:18]=[C:10]([C:7]3[O:6][C:5]([NH:4][CH:1]([CH3:2])[CH3:3])=[N:9][N:8]=3)[CH:11]=2)[N:15]([S:19]([C:22]2[CH:28]=[CH:27][C:25]([CH3:26])=[CH:24][CH:23]=2)(=[O:21])=[O:20])[CH:14]=1)[C:43]([OH:45])=[O:44], predict the reactants needed to synthesize it. The reactants are: [CH:1]([NH:4][C:5]1[O:6][C:7]([C:10]2[CH:11]=[C:12]3[C:16](=[CH:17][CH:18]=2)[N:15]([S:19]([C:22]2[CH:28]=[CH:27][C:25]([CH3:26])=[CH:24][CH:23]=2)(=[O:21])=[O:20])[CH:14]=[C:13]3B2OC(C)(C)C(C)(C)O2)=[N:8][N:9]=1)([CH3:3])[CH3:2].Br[C:39]1[CH:47]=[CH:46][C:42]([C:43]([OH:45])=[O:44])=[CH:41][C:40]=1[F:48].O.C([O-])([O-])=O.[Na+].[Na+]. (4) The reactants are: [Cl:1][C:2]1[C:7]([C:8]2[CH:13]=[CH:12][CH:11]=[CH:10][CH:9]=2)=[N:6][N:5]=[C:4]2[N:14]([CH3:24])[N:15]=[C:16]([C:17]3[CH:22]=[CH:21][CH:20]=[CH:19][C:18]=3C)[C:3]=12.[I:25]C1C=C(C=CC=1)C=O. Given the product [Cl:1][C:2]1[C:7]([C:8]2[CH:13]=[CH:12][CH:11]=[CH:10][CH:9]=2)=[N:6][N:5]=[C:4]2[N:14]([CH3:24])[N:15]=[C:16]([C:17]3[CH:22]=[CH:21][CH:20]=[C:19]([I:25])[CH:18]=3)[C:3]=12, predict the reactants needed to synthesize it. (5) The reactants are: [Cl:1][C:2]1[CH:3]=[C:4]([C:8]2[O:9][C:10]3[CH2:15][CH2:14][N:13]([C:16]4[N:23]=[CH:22]C=C[C:17]=4C#N)[CH2:12][C:11]=3[N:24]=2)[CH:5]=[CH:6][CH:7]=1.Cl[C:26]1C=NC=C[N:27]=1. Given the product [Cl:1][C:2]1[CH:3]=[C:4]([C:8]2[O:9][C:10]3[CH2:15][CH2:14][N:13]([C:16]4[CH:17]=[N:27][CH:26]=[CH:22][N:23]=4)[CH2:12][C:11]=3[N:24]=2)[CH:5]=[CH:6][CH:7]=1, predict the reactants needed to synthesize it. (6) The reactants are: IC.[Br:3][C:4]1[CH:9]=[CH:8][C:7]([OH:10])=[C:6]([I:11])[CH:5]=1.[C:12](=O)([O-])[O-].[K+].[K+]. Given the product [Br:3][C:4]1[CH:9]=[CH:8][C:7]([O:10][CH3:12])=[C:6]([I:11])[CH:5]=1, predict the reactants needed to synthesize it. (7) Given the product [CH3:22][O:21][C:16]1[CH:15]=[C:14]2[N:13]=[CH:12][N:11]=[C:10]([NH:9][C:4]3[CH:5]=[CH:6][C:7]([F:8])=[C:2]([Cl:1])[CH:3]=3)[C:19]2=[CH:18][C:17]=1[O:20][CH2:24][CH2:25][CH2:26][N:27]1[CH2:32][CH2:31][O:30][CH2:29][CH2:28]1.[ClH:23], predict the reactants needed to synthesize it. The reactants are: [Cl:1][C:2]1[CH:3]=[C:4]([NH:9][C:10]2[C:19]3[C:14](=[CH:15][C:16]([O:21][CH3:22])=[C:17]([OH:20])[CH:18]=3)[N:13]=[CH:12][N:11]=2)[CH:5]=[CH:6][C:7]=1[F:8].[Cl:23][CH2:24][CH2:25][CH2:26][N:27]1[CH2:32][CH2:31][O:30][CH2:29][CH2:28]1.C([O-])([O-])=O.[K+].[K+].Cl. (8) Given the product [CH3:1][C:2]1[CH:7]=[CH:6][C:5]([O:8][CH2:9][CH2:10][C:11]2[N:12]=[C:13]([C:17]3[CH:22]=[CH:21][CH:20]=[CH:19][CH:18]=3)[O:14][C:15]=2[CH3:16])=[CH:4][N+:3]=1[O-:28], predict the reactants needed to synthesize it. The reactants are: [CH3:1][C:2]1[CH:7]=[CH:6][C:5]([O:8][CH2:9][CH2:10][C:11]2[N:12]=[C:13]([C:17]3[CH:22]=[CH:21][CH:20]=[CH:19][CH:18]=3)[O:14][C:15]=2[CH3:16])=[CH:4][N:3]=1.ClC1C=C(C=CC=1)C(OO)=[O:28].S([O-])([O-])(=O)=S.[Na+].[Na+]. (9) Given the product [CH:1]1[CH:2]=[CH:3][C:4]([C:23]([OH:25])=[O:24])=[C:5]([C:7]2[C:8]3[CH:9]=[CH:10][C:11]([OH:12])=[CH:13][C:14]=3[O:15][C:16]3[C:17]=2[CH:18]=[CH:19][C:20]([CH:21]=3)=[O:22])[CH:6]=1, predict the reactants needed to synthesize it. The reactants are: [CH:1]1[CH:2]=[CH:3][C:4]([C:23]([OH:25])=[O:24])=[C:5]([C:7]2[C:17]3[CH:18]=[CH:19][C:20]([OH:22])=[CH:21][C:16]=3[O:15][C:14]3[C:8]=2[CH:9]=[CH:10][C:11]([CH:13]=3)=[O:12])[CH:6]=1.[N-]=[N+]=[N-]. (10) Given the product [CH3:1][C:2]1[CH:7]=[C:6]([CH3:8])[N:5]=[C:4]([CH:9]=[O:10])[CH:3]=1, predict the reactants needed to synthesize it. The reactants are: [CH3:1][C:2]1[CH:7]=[C:6]([CH3:8])[N:5]=[C:4]([CH2:9][OH:10])[CH:3]=1.CO.